From a dataset of Catalyst prediction with 721,799 reactions and 888 catalyst types from USPTO. Predict which catalyst facilitates the given reaction. (1) Reactant: [OH-].[Li+].C[O:4][C:5](=[O:29])[CH:6]([CH2:22][C:23]1[CH:28]=[CH:27][CH:26]=[CH:25][CH:24]=1)[CH:7]([OH:21])[CH2:8][CH2:9][CH2:10][CH2:11][CH2:12][O:13][CH2:14][C:15]1[CH:20]=[CH:19][CH:18]=[CH:17][CH:16]=1.C(O)(=O)CC(CC(O)=O)(C(O)=O)O. Product: [CH2:22]([CH:6]([CH:7]([OH:21])[CH2:8][CH2:9][CH2:10][CH2:11][CH2:12][O:13][CH2:14][C:15]1[CH:16]=[CH:17][CH:18]=[CH:19][CH:20]=1)[C:5]([OH:29])=[O:4])[C:23]1[CH:24]=[CH:25][CH:26]=[CH:27][CH:28]=1. The catalyst class is: 97. (2) Reactant: Cl.[NH2:2][C@H:3]1[CH2:8][CH2:7][C@H:6]([OH:9])[CH2:5][CH2:4]1.[H-].[Na+].F[C:13]1[CH:14]=[C:15]2[C:20](=[CH:21][C:22]=1[CH3:23])[C:19](=[O:24])[N:18]([CH2:25][C:26]1[CH:31]=[CH:30][C:29]([O:32][CH3:33])=[CH:28][CH:27]=1)[CH:17]=[CH:16]2. Product: [NH2:2][C@H:3]1[CH2:8][CH2:7][C@H:6]([O:9][C:13]2[CH:14]=[C:15]3[C:20](=[CH:21][C:22]=2[CH3:23])[C:19](=[O:24])[N:18]([CH2:25][C:26]2[CH:27]=[CH:28][C:29]([O:32][CH3:33])=[CH:30][CH:31]=2)[CH:17]=[CH:16]3)[CH2:5][CH2:4]1. The catalyst class is: 44. (3) Reactant: [Cl:1][C:2]1[C:7]([F:8])=[CH:6][CH:5]=[C:4]([Cl:9])[C:3]=1[C@H:10]([C:12]1[C:20]2[C:15](=[N:16][CH:17]=[C:18](B3OC(C)(C)C(C)(C)O3)[CH:19]=2)[NH:14][CH:13]=1)[CH3:11].I[C:31]1[CH:32]=[N:33][N:34]([C@H:36]2[CH2:41][CH2:40][C@H:39]([OH:42])[CH2:38][CH2:37]2)[CH:35]=1.C(=O)([O-])[O-].[K+].[K+].O1CCOCC1. Product: [Cl:1][C:2]1[C:7]([F:8])=[CH:6][CH:5]=[C:4]([Cl:9])[C:3]=1[C@H:10]([C:12]1[C:20]2[C:15](=[N:16][CH:17]=[C:18]([C:31]3[CH:32]=[N:33][N:34]([C@H:36]4[CH2:41][CH2:40][C@H:39]([OH:42])[CH2:38][CH2:37]4)[CH:35]=3)[CH:19]=2)[NH:14][CH:13]=1)[CH3:11]. The catalyst class is: 103. (4) Reactant: [CH3:1][O:2][C:3]([C@@H:5]1[CH2:9][C@H:8]([NH:10][C:11]([O:13][CH2:14][C:15]([Cl:18])([Cl:17])[Cl:16])=[O:12])[CH2:7][N:6]1[C:19]([O:21][C:22]([CH3:25])([CH3:24])[CH3:23])=[O:20])=[O:4].[CH3:26]I.[H-].[Na+].O. Product: [CH3:1][O:2][C:3]([C@@H:5]1[CH2:9][C@H:8]([N:10]([CH3:26])[C:11]([O:13][CH2:14][C:15]([Cl:18])([Cl:16])[Cl:17])=[O:12])[CH2:7][N:6]1[C:19]([O:21][C:22]([CH3:25])([CH3:24])[CH3:23])=[O:20])=[O:4]. The catalyst class is: 3. (5) Reactant: [Br:1][C:2]1[CH:7]=[C:6]([F:8])[C:5]([N+:9]([O-])=O)=[CH:4][C:3]=1[CH2:12][C:13]([O:15][CH2:16][CH3:17])=[O:14].[Cl-].[NH4+]. Product: [NH2:9][C:5]1[C:6]([F:8])=[CH:7][C:2]([Br:1])=[C:3]([CH2:12][C:13]([O:15][CH2:16][CH3:17])=[O:14])[CH:4]=1. The catalyst class is: 447. (6) Reactant: [O:1]1[C:5]2[CH:6]=[CH:7][C:8]([C:10]3([C:13]([NH:15][C:16]4[CH:17]=[C:18]5[C:22](=[CH:23][CH:24]=4)[NH:21][C:20]([C:25]([CH3:31])([CH2:27][CH2:28][C:29]#[N:30])[CH3:26])=[CH:19]5)=[O:14])[CH2:12][CH2:11]3)=[CH:9][C:4]=2[O:3][CH2:2]1.[Cl-].[NH4+].[N-:34]=[N+:35]=[N-:36].[Na+]. Product: [O:1]1[C:5]2[CH:6]=[CH:7][C:8]([C:10]3([C:13]([NH:15][C:16]4[CH:17]=[C:18]5[C:22](=[CH:23][CH:24]=4)[NH:21][C:20]([C:25]([CH3:31])([CH2:27][CH2:28][C:29]4[NH:36][N:35]=[N:34][N:30]=4)[CH3:26])=[CH:19]5)=[O:14])[CH2:12][CH2:11]3)=[CH:9][C:4]=2[O:3][CH2:2]1. The catalyst class is: 9. (7) Reactant: [C:9](O[C:9]([O:11][C:12]([CH3:15])([CH3:14])[CH3:13])=[O:10])([O:11][C:12]([CH3:15])([CH3:14])[CH3:13])=[O:10].[NH2:16][CH2:17][C@H:18]([OH:20])[CH3:19]. Product: [OH:20][C@H:18]([CH3:19])[CH2:17][NH:16][C:9](=[O:10])[O:11][C:12]([CH3:13])([CH3:14])[CH3:15]. The catalyst class is: 2. (8) The catalyst class is: 152. Reactant: [CH:1](OCC)(OCC)OCC.[CH3:11][NH:12][C:13]([C:15]1[C:20]([NH2:21])=[N:19][CH:18]=[C:17]([Br:22])[N:16]=1)=[O:14]. Product: [Br:22][C:17]1[N:16]=[C:15]2[C:20](=[N:19][CH:18]=1)[N:21]=[CH:11][N:12]([CH3:1])[C:13]2=[O:14].